Task: Predict which catalyst facilitates the given reaction.. Dataset: Catalyst prediction with 721,799 reactions and 888 catalyst types from USPTO Product: [CH3:1][O:2][C:3]1[CH:8]=[CH:7][C:6]([C:9]2[CH:10]=[C:11]([CH:28]3[CH2:29][CH2:30][N:31]([C:38](=[O:44])[N:55]([OH:56])[CH3:54])[CH2:32][CH2:33]3)[N:12]([CH2:22][CH2:23][CH2:24][CH2:25][CH2:26][CH3:27])[C:13]=2[C:14]2[CH:19]=[CH:18][C:17]([O:20][CH3:21])=[CH:16][CH:15]=2)=[CH:5][CH:4]=1. The catalyst class is: 4. Reactant: [CH3:1][O:2][C:3]1[CH:8]=[CH:7][C:6]([C:9]2[CH:10]=[C:11]([CH:28]3[CH2:33][CH2:32][NH:31][CH2:30][CH2:29]3)[N:12]([CH2:22][CH2:23][CH2:24][CH2:25][CH2:26][CH3:27])[C:13]=2[C:14]2[CH:19]=[CH:18][C:17]([O:20][CH3:21])=[CH:16][CH:15]=2)=[CH:5][CH:4]=1.ClC(Cl)(O[C:38](=[O:44])OC(Cl)(Cl)Cl)Cl.C(N(CC)CC)C.Cl.[CH3:54][NH:55][OH:56].[Cl-].[NH4+].